This data is from Catalyst prediction with 721,799 reactions and 888 catalyst types from USPTO. The task is: Predict which catalyst facilitates the given reaction. (1) Reactant: [CH3:1][C:2]1([CH3:10])[O:9][C:7](=[O:8])[CH2:6][C:4](=[O:5])[O:3]1.N1CCCC1C(O)=O.[Br:19][C:20]1[S:21][C:22]([CH:25]=O)=[CH:23][N:24]=1.[CH3:27][S:28][CH2:29][C:30]1[CH:31]=[CH:32][CH:33]=[C:34]2[C:38]=1[NH:37][CH:36]=[CH:35]2. Product: [Br:19][C:20]1[S:21][C:22]([CH:25]([C:35]2[C:34]3[C:38](=[C:30]([CH2:29][S:28][CH3:27])[CH:31]=[CH:32][CH:33]=3)[NH:37][CH:36]=2)[CH:6]2[C:7](=[O:8])[O:9][C:2]([CH3:10])([CH3:1])[O:3][C:4]2=[O:5])=[CH:23][N:24]=1. The catalyst class is: 10. (2) Reactant: [NH2:1][C:2]1[N:7]=[C:6]([S:8]([CH3:10])=O)[C:5]([C:11]#[N:12])=[C:4]([C:13]2[CH:14]=[N:15][CH:16]=[CH:17][CH:18]=2)[N:3]=1.[N:19]1[CH:24]=[CH:23][CH:22]=[CH:21][C:20]=1[CH2:25]CS.C1CCN2C(=NCCC2)CC1. Product: [NH2:1][C:2]1[N:3]=[C:4]([C:13]2[CH:14]=[N:15][CH:16]=[CH:17][CH:18]=2)[C:5]([C:11]#[N:12])=[C:6]([S:8][CH2:10][CH2:25][C:20]2[CH:21]=[CH:22][CH:23]=[CH:24][N:19]=2)[N:7]=1. The catalyst class is: 57. (3) Reactant: [CH2:1]([C:3]1[S:7][C:6]([C:8]([OH:10])=O)=[C:5]2[CH2:11][CH2:12][C:13]([CH3:16])([CH3:15])[CH2:14][C:4]=12)[CH3:2].[CH3:17][Li]. Product: [CH2:1]([C:3]1[S:7][C:6]([C:8](=[O:10])[CH3:17])=[C:5]2[CH2:11][CH2:12][C:13]([CH3:16])([CH3:15])[CH2:14][C:4]=12)[CH3:2]. The catalyst class is: 28. (4) Reactant: [CH3:1][O:2][C:3](=[O:22])[CH2:4][C:5]1[C:14]([C:15]#[CH:16])=[C:13]([O:17][C:18](=[O:20])[CH3:19])[C:12]2[C:7](=[CH:8][CH:9]=[C:10]([F:21])[CH:11]=2)[CH:6]=1.[H][H]. Product: [CH3:1][O:2][C:3](=[O:22])[CH2:4][C:5]1[C:14]([CH2:15][CH3:16])=[C:13]([O:17][C:18](=[O:20])[CH3:19])[C:12]2[C:7](=[CH:8][CH:9]=[C:10]([F:21])[CH:11]=2)[CH:6]=1. The catalyst class is: 19. (5) Reactant: [C:1]1([S:11]([N:14]2[CH2:19][CH2:18][CH2:17][CH2:16][CH:15]2[CH2:20][CH2:21][CH2:22][C:23]([O:25]C)=[O:24])(=[O:13])=[O:12])[C:10]2[C:5](=[CH:6][CH:7]=[CH:8][CH:9]=2)[CH:4]=[CH:3][CH:2]=1.[OH-].[Li+]. Product: [C:1]1([S:11]([N:14]2[CH2:19][CH2:18][CH2:17][CH2:16][CH:15]2[CH2:20][CH2:21][CH2:22][C:23]([OH:25])=[O:24])(=[O:13])=[O:12])[C:10]2[C:5](=[CH:6][CH:7]=[CH:8][CH:9]=2)[CH:4]=[CH:3][CH:2]=1. The catalyst class is: 24. (6) Reactant: [H-].[Na+].[CH3:3][O:4][C:5]1[CH:6]=[C:7]([C:11]2[O:15][N:14]=[C:13]([CH2:16][S:17][C:18]3[NH:19][C:20]4[C:21]([N:26]=3)=[N:22][CH:23]=[CH:24][CH:25]=4)[N:12]=2)[CH:8]=[CH:9][CH:10]=1.[CH3:27]I. Product: [CH3:3][O:4][C:5]1[CH:6]=[C:7]([C:11]2[O:15][N:14]=[C:13]([CH2:16][S:17][C:18]3[N:19]([CH3:27])[C:20]4[C:21]([N:26]=3)=[N:22][CH:23]=[CH:24][CH:25]=4)[N:12]=2)[CH:8]=[CH:9][CH:10]=1. The catalyst class is: 1. (7) Reactant: C=O.[CH2:3]([O:5][C:6](=[O:21])[CH2:7][NH:8][C:9]1[CH:14]=[CH:13][CH:12]=[CH:11][C:10]=1[C:15]1[CH:20]=[CH:19][CH:18]=[CH:17][CH:16]=1)[CH3:4].[CH:22]([S:24]([C:27]1[CH:32]=[CH:31][CH:30]=[CH:29][C:28]=1[C:33]([F:36])([F:35])[F:34])(=[O:26])=[O:25])=[CH2:23].[C:37](O)(=O)C. Product: [CH2:3]([O:5][C:6]([CH:7]1[CH2:37][CH:22]([S:24]([C:27]2[CH:32]=[CH:31][CH:30]=[CH:29][C:28]=2[C:33]([F:34])([F:36])[F:35])(=[O:25])=[O:26])[CH2:23][N:8]1[C:9]1[CH:14]=[CH:13][CH:12]=[CH:11][C:10]=1[C:15]1[CH:20]=[CH:19][CH:18]=[CH:17][CH:16]=1)=[O:21])[CH3:4]. The catalyst class is: 11.